This data is from Acute oral toxicity (LD50) regression data from Zhu et al.. The task is: Regression/Classification. Given a drug SMILES string, predict its toxicity properties. Task type varies by dataset: regression for continuous values (e.g., LD50, hERG inhibition percentage) or binary classification for toxic/non-toxic outcomes (e.g., AMES mutagenicity, cardiotoxicity, hepatotoxicity). Dataset: ld50_zhu. (1) The molecule is Cc1c2oc3c(C)ccc(C(=O)NC4C(=O)NC(C(C)C)C(=O)N5CCCC5C(=O)N(C)CC(=O)N(C)C(C(C)C)C(=O)OC4C)c3nc-2c(C(=O)NC2C(=O)NC(C(C)C)C(=O)N3CCCC3C(=O)N(C)CC(=O)N(C)C(C(C)C)C(=O)OC2C)c(N)c1=O. The rat oral LD50 is 5.24, given as -log10 of the dose in mol/kg body weight (higher means more acutely toxic). (2) The drug is COP(=S)(OC)Oc1ccc(C#N)cc1C. The rat oral LD50 is 2.71, given as -log10 of the dose in mol/kg body weight (higher means more acutely toxic). (3) The compound is C=CC=C. The rat oral LD50 is 0.994, given as -log10 of the dose in mol/kg body weight (higher means more acutely toxic). (4) The compound is Cc1ccc2c(Cl)cc(Cl)c(O)c2n1. The rat oral LD50 is 2.54, given as -log10 of the dose in mol/kg body weight (higher means more acutely toxic). (5) The drug is CCCCSSC(Cl)C(Cl)Cl. The rat oral LD50 is 2.71, given as -log10 of the dose in mol/kg body weight (higher means more acutely toxic). (6) The compound is C=C(C)CNc1ccc(C(C)C(=O)O)cc1. The rat oral LD50 is 2.60, given as -log10 of the dose in mol/kg body weight (higher means more acutely toxic). (7) The drug is CCOC(=O)C1=C(C)NC(C)=C(C(=O)OCC)C1c1ccccc1C=CC(=O)OC(C)(C)C. The rat oral LD50 is 2.71, given as -log10 of the dose in mol/kg body weight (higher means more acutely toxic).